From a dataset of Forward reaction prediction with 1.9M reactions from USPTO patents (1976-2016). Predict the product of the given reaction. Given the reactants Cl[C:2](OC1C=CC=CC=1)=[O:3].C(N(CC)CC)C.Cl.[C:19]12([NH2:29])[CH2:28][CH:23]3CC(C[CH:21]([CH2:22]3)[CH2:20]1)C2.Cl.[CH:31]12[CH2:40][CH:35]3[CH2:36][CH:37]([CH2:39][CH:33]([CH2:34]3)[CH:32]1[NH2:41])[CH2:38]2, predict the reaction product. The product is: [CH:31]12[CH2:40][CH:35]3[CH2:36][CH:37]([CH2:39][CH:33]([CH2:34]3)[CH:32]1[NH:41][C:2]([NH:29][C:19]1[CH:28]=[CH:23][CH:22]=[CH:21][CH:20]=1)=[O:3])[CH2:38]2.